From a dataset of Peptide-MHC class I binding affinity with 185,985 pairs from IEDB/IMGT. Regression. Given a peptide amino acid sequence and an MHC pseudo amino acid sequence, predict their binding affinity value. This is MHC class I binding data. (1) The MHC is HLA-B73:01 with pseudo-sequence HLA-B73:01. The binding affinity (normalized) is 0.403. The peptide sequence is ARWLASTPL. (2) The peptide sequence is TTQIIKLLPF. The MHC is HLA-A24:02 with pseudo-sequence HLA-A24:02. The binding affinity (normalized) is 0.0283. (3) The peptide sequence is IRSCWRYRK. The MHC is HLA-B27:05 with pseudo-sequence HLA-B27:05. The binding affinity (normalized) is 0.601. (4) The peptide sequence is KSLVSAGSGK. The MHC is HLA-A03:01 with pseudo-sequence HLA-A03:01. The binding affinity (normalized) is 0.886. (5) The MHC is HLA-A68:01 with pseudo-sequence HLA-A68:01. The binding affinity (normalized) is 0. The peptide sequence is LFSIFYKDY. (6) The peptide sequence is FLRGRAYGI. The MHC is Mamu-B8301 with pseudo-sequence Mamu-B8301. The binding affinity (normalized) is 0. (7) The peptide sequence is KPKVASEAF. The MHC is HLA-A02:03 with pseudo-sequence HLA-A02:03. The binding affinity (normalized) is 0.0847. (8) The peptide sequence is QTHFPQFYW. The MHC is HLA-A31:01 with pseudo-sequence HLA-A31:01. The binding affinity (normalized) is 0.448. (9) The peptide sequence is ATPYDINQML. The MHC is Patr-A0101 with pseudo-sequence Patr-A0101. The binding affinity (normalized) is 0. (10) The peptide sequence is DEFLKVPEW. The MHC is HLA-B18:01 with pseudo-sequence HLA-B18:01. The binding affinity (normalized) is 1.00.